The task is: Predict the reaction yield, written as a fraction of the theoretical maximum amount of product (1.0 means a 100% yield; for example, 0.34 means a 34% yield).. This data is from Reaction yield outcomes from USPTO patents with 853,638 reactions. The reactants are C(OC(=O)[NH:7][C:8]([CH3:43])([CH3:42])[C:9]([N:11]1[CH2:41][CH2:40][C:14]2([N:18]([CH3:19])[CH:17]([C:20]3[CH:25]=[CH:24][C:23]([CH:26]4[CH2:28][CH2:27]4)=[CH:22][CH:21]=3)[N:16]([CH2:29][CH2:30][C:31]3[CH:36]=[CH:35][C:34]([O:37][CH3:38])=[CH:33][CH:32]=3)[C:15]2=[O:39])[CH2:13][CH2:12]1)=[O:10])(C)(C)C.FC(F)(F)C(O)=O.C([O-])(O)=O.[Na+]. The catalyst is C(Cl)Cl. The product is [NH2:7][C:8]([CH3:43])([CH3:42])[C:9]([N:11]1[CH2:41][CH2:40][C:14]2([N:18]([CH3:19])[CH:17]([C:20]3[CH:21]=[CH:22][C:23]([CH:26]4[CH2:27][CH2:28]4)=[CH:24][CH:25]=3)[N:16]([CH2:29][CH2:30][C:31]3[CH:32]=[CH:33][C:34]([O:37][CH3:38])=[CH:35][CH:36]=3)[C:15]2=[O:39])[CH2:13][CH2:12]1)=[O:10]. The yield is 0.820.